Task: Predict the reactants needed to synthesize the given product.. Dataset: Full USPTO retrosynthesis dataset with 1.9M reactions from patents (1976-2016) (1) The reactants are: [Br:1][C:2]1[CH:3]=[CH:4][C:5]2[O:14][C:13]3[C:12](=[O:15])[NH:11][C:10](=[S:16])[NH:9][C:8]=3[C:6]=2[CH:7]=1.[OH-].[Na+].I[CH3:20]. Given the product [Br:1][C:2]1[CH:3]=[CH:4][C:5]2[O:14][C:13]3[C:12](=[O:15])[NH:11][C:10]([S:16][CH3:20])=[N:9][C:8]=3[C:6]=2[CH:7]=1, predict the reactants needed to synthesize it. (2) The reactants are: [OH:1][CH2:2][C:3]1[CH:4]=[N:5][CH:6]=[CH:7][CH:8]=1.C1N=CN([C:14]([N:16]2C=N[CH:18]=[CH:17]2)=[O:15])C=1.NCC1[CH:28]=[CH:27][C:26]([C:29]2[CH2:33][C:32]([C:35]([F:38])([F:37])[F:36])([OH:34])[O:31][N:30]=2)=[CH:25][CH:24]=1.N12CCCN=C1CCCCC2.C(N(CC)CC)C. Given the product [N:5]1[CH:6]=[CH:7][CH:8]=[C:3]([CH2:2][O:1][C:14](=[O:15])[NH:16][CH2:17][C:18]2[CH:28]=[CH:27][C:26]([C:29]3[CH2:33][C:32]([OH:34])([C:35]([F:38])([F:37])[F:36])[O:31][N:30]=3)=[CH:25][CH:24]=2)[CH:4]=1, predict the reactants needed to synthesize it.